This data is from NCI-60 drug combinations with 297,098 pairs across 59 cell lines. The task is: Regression. Given two drug SMILES strings and cell line genomic features, predict the synergy score measuring deviation from expected non-interaction effect. (1) Synergy scores: CSS=5.11, Synergy_ZIP=1.56, Synergy_Bliss=6.60, Synergy_Loewe=2.19, Synergy_HSA=3.78. Drug 2: C1CN(P(=O)(OC1)NCCCl)CCCl. Drug 1: CC12CCC(CC1=CCC3C2CCC4(C3CC=C4C5=CN=CC=C5)C)O. Cell line: EKVX. (2) Drug 1: CS(=O)(=O)C1=CC(=C(C=C1)C(=O)NC2=CC(=C(C=C2)Cl)C3=CC=CC=N3)Cl. Drug 2: C1=CC=C(C(=C1)C(C2=CC=C(C=C2)Cl)C(Cl)Cl)Cl. Cell line: NCI-H226. Synergy scores: CSS=7.91, Synergy_ZIP=-2.62, Synergy_Bliss=0.715, Synergy_Loewe=-3.09, Synergy_HSA=0.300. (3) Cell line: HL-60(TB). Drug 2: C1=CC(=CC=C1C#N)C(C2=CC=C(C=C2)C#N)N3C=NC=N3. Synergy scores: CSS=44.8, Synergy_ZIP=0.707, Synergy_Bliss=-1.09, Synergy_Loewe=-52.9, Synergy_HSA=-1.04. Drug 1: CC1C(C(CC(O1)OC2CC(CC3=C2C(=C4C(=C3O)C(=O)C5=C(C4=O)C(=CC=C5)OC)O)(C(=O)C)O)N)O.Cl. (4) Drug 1: CN1CCC(CC1)COC2=C(C=C3C(=C2)N=CN=C3NC4=C(C=C(C=C4)Br)F)OC. Drug 2: COC1=C2C(=CC3=C1OC=C3)C=CC(=O)O2. Cell line: SN12C. Synergy scores: CSS=8.85, Synergy_ZIP=-3.34, Synergy_Bliss=2.12, Synergy_Loewe=-8.94, Synergy_HSA=-0.406. (5) Drug 1: COC1=C(C=C2C(=C1)N=CN=C2NC3=CC(=C(C=C3)F)Cl)OCCCN4CCOCC4. Drug 2: CCCS(=O)(=O)NC1=C(C(=C(C=C1)F)C(=O)C2=CNC3=C2C=C(C=N3)C4=CC=C(C=C4)Cl)F. Cell line: HCT116. Synergy scores: CSS=14.3, Synergy_ZIP=0.538, Synergy_Bliss=5.79, Synergy_Loewe=-2.06, Synergy_HSA=4.17. (6) Drug 1: CS(=O)(=O)C1=CC(=C(C=C1)C(=O)NC2=CC(=C(C=C2)Cl)C3=CC=CC=N3)Cl. Drug 2: CCCCC(=O)OCC(=O)C1(CC(C2=C(C1)C(=C3C(=C2O)C(=O)C4=C(C3=O)C=CC=C4OC)O)OC5CC(C(C(O5)C)O)NC(=O)C(F)(F)F)O. Cell line: OVCAR-8. Synergy scores: CSS=1.36, Synergy_ZIP=5.46, Synergy_Bliss=7.04, Synergy_Loewe=6.46, Synergy_HSA=6.72. (7) Drug 1: CC(C1=C(C=CC(=C1Cl)F)Cl)OC2=C(N=CC(=C2)C3=CN(N=C3)C4CCNCC4)N. Drug 2: CCCCCOC(=O)NC1=NC(=O)N(C=C1F)C2C(C(C(O2)C)O)O. Cell line: SK-MEL-5. Synergy scores: CSS=-7.81, Synergy_ZIP=5.22, Synergy_Bliss=5.04, Synergy_Loewe=-2.42, Synergy_HSA=-2.01. (8) Cell line: OVCAR-8. Synergy scores: CSS=12.7, Synergy_ZIP=-3.60, Synergy_Bliss=-0.890, Synergy_Loewe=-3.16, Synergy_HSA=0.500. Drug 2: C1C(C(OC1N2C=NC(=NC2=O)N)CO)O. Drug 1: C1=CC(=CC=C1C#N)C(C2=CC=C(C=C2)C#N)N3C=NC=N3. (9) Drug 1: C1CN(CCN1C(=O)CCBr)C(=O)CCBr. Drug 2: CC(C)CN1C=NC2=C1C3=CC=CC=C3N=C2N. Cell line: UO-31. Synergy scores: CSS=8.47, Synergy_ZIP=-1.79, Synergy_Bliss=-0.910, Synergy_Loewe=-5.27, Synergy_HSA=-5.47.